From a dataset of Catalyst prediction with 721,799 reactions and 888 catalyst types from USPTO. Predict which catalyst facilitates the given reaction. Reactant: [Br:1][C:2]1[CH:11]=[C:10]2[C:5]([CH:6]=[C:7]([NH2:12])[CH:8]=[N:9]2)=[CH:4][CH:3]=1.C(N(C(C)C)C(C)C)C.[CH:22]1([C:25](Cl)=[O:26])[CH2:24][CH2:23]1. Product: [Br:1][C:2]1[CH:11]=[C:10]2[C:5]([CH:6]=[C:7]([NH:12][C:25]([CH:22]3[CH2:24][CH2:23]3)=[O:26])[CH:8]=[N:9]2)=[CH:4][CH:3]=1. The catalyst class is: 22.